Dataset: NCI-60 drug combinations with 297,098 pairs across 59 cell lines. Task: Regression. Given two drug SMILES strings and cell line genomic features, predict the synergy score measuring deviation from expected non-interaction effect. (1) Drug 1: CS(=O)(=O)OCCCCOS(=O)(=O)C. Drug 2: C1C(C(OC1N2C=NC(=NC2=O)N)CO)O. Cell line: HOP-62. Synergy scores: CSS=3.44, Synergy_ZIP=-0.0660, Synergy_Bliss=5.54, Synergy_Loewe=-2.88, Synergy_HSA=1.29. (2) Drug 1: CS(=O)(=O)CCNCC1=CC=C(O1)C2=CC3=C(C=C2)N=CN=C3NC4=CC(=C(C=C4)OCC5=CC(=CC=C5)F)Cl. Cell line: NCI-H522. Synergy scores: CSS=32.0, Synergy_ZIP=-2.45, Synergy_Bliss=-2.19, Synergy_Loewe=-3.80, Synergy_HSA=0.688. Drug 2: CCC1(C2=C(COC1=O)C(=O)N3CC4=CC5=C(C=CC(=C5CN(C)C)O)N=C4C3=C2)O.Cl. (3) Drug 1: CC1OCC2C(O1)C(C(C(O2)OC3C4COC(=O)C4C(C5=CC6=C(C=C35)OCO6)C7=CC(=C(C(=C7)OC)O)OC)O)O. Drug 2: C1=NC2=C(N1)C(=S)N=C(N2)N. Cell line: 786-0. Synergy scores: CSS=61.8, Synergy_ZIP=-11.9, Synergy_Bliss=-7.62, Synergy_Loewe=-5.03, Synergy_HSA=-0.996. (4) Drug 1: CC1=C2C(C(=O)C3(C(CC4C(C3C(C(C2(C)C)(CC1OC(=O)C(C(C5=CC=CC=C5)NC(=O)OC(C)(C)C)O)O)OC(=O)C6=CC=CC=C6)(CO4)OC(=O)C)OC)C)OC. Synergy scores: CSS=40.9, Synergy_ZIP=-5.62, Synergy_Bliss=-7.50, Synergy_Loewe=-12.4, Synergy_HSA=-4.02. Cell line: OVCAR-8. Drug 2: CCC1(C2=C(COC1=O)C(=O)N3CC4=CC5=C(C=CC(=C5CN(C)C)O)N=C4C3=C2)O.Cl. (5) Drug 1: C1CCC(CC1)NC(=O)N(CCCl)N=O. Drug 2: C#CCC(CC1=CN=C2C(=N1)C(=NC(=N2)N)N)C3=CC=C(C=C3)C(=O)NC(CCC(=O)O)C(=O)O. Cell line: SNB-75. Synergy scores: CSS=23.0, Synergy_ZIP=-6.58, Synergy_Bliss=-2.26, Synergy_Loewe=-2.83, Synergy_HSA=-2.29.